The task is: Predict the product of the given reaction.. This data is from Forward reaction prediction with 1.9M reactions from USPTO patents (1976-2016). (1) Given the reactants Cl[C:2]1[N:7]=[C:6]([N:8]2[CH2:13][CH2:12][O:11][CH2:10][CH2:9]2)[N:5]=[C:4]([N:14]2[C:18]3[CH:19]=[CH:20][CH:21]=[C:22]([O:23][CH3:24])[C:17]=3[N:16]=[C:15]2[CH:25]([F:27])[F:26])[N:3]=1.[NH2:28][C@@H:29]1[CH2:34][CH2:33][CH2:32][N:31]([C:35]([O:37][C:38]([CH3:41])([CH3:40])[CH3:39])=[O:36])[CH2:30]1, predict the reaction product. The product is: [F:26][CH:25]([F:27])[C:15]1[N:14]([C:4]2[N:5]=[C:6]([N:8]3[CH2:13][CH2:12][O:11][CH2:10][CH2:9]3)[N:7]=[C:2]([NH:28][C@@H:29]3[CH2:34][CH2:33][CH2:32][N:31]([C:35]([O:37][C:38]([CH3:41])([CH3:40])[CH3:39])=[O:36])[CH2:30]3)[N:3]=2)[C:18]2[CH:19]=[CH:20][CH:21]=[C:22]([O:23][CH3:24])[C:17]=2[N:16]=1. (2) Given the reactants [Br:1][C:2]1[CH:3]=[CH:4][C:5]([I:10])=[C:6]([CH:9]=1)[C:7]#[N:8].B.C1COCC1.Cl.[OH-].[K+], predict the reaction product. The product is: [Br:1][C:2]1[CH:3]=[CH:4][C:5]([I:10])=[C:6]([CH2:7][NH2:8])[CH:9]=1. (3) Given the reactants [Cl:1][CH2:2][CH2:3][CH2:4][O:5][C:6]1[CH:7]=[C:8]2[C:13](=[CH:14][C:15]=1[O:16][CH3:17])[N:12]=[CH:11][N:10]=[C:9]2O.O=P(Cl)(Cl)[Cl:21], predict the reaction product. The product is: [Cl:21][C:9]1[C:8]2[C:13](=[CH:14][C:15]([O:16][CH3:17])=[C:6]([O:5][CH2:4][CH2:3][CH2:2][Cl:1])[CH:7]=2)[N:12]=[CH:11][N:10]=1. (4) Given the reactants [Br:1][C:2]1[CH:3]=[N:4][NH:5][CH:6]=1.Cl.[CH:8]([O:10][CH2:11][CH3:12])=[CH2:9], predict the reaction product. The product is: [Br:1][C:2]1[CH:3]=[N:4][N:5]([CH2:9][CH2:8][O:10][CH2:11][CH3:12])[CH:6]=1. (5) Given the reactants [F:1][C:2]1([F:26])[C:9]2([OH:13])[C:10]([F:12])([F:11])[C:5]3(F)[C:6]([F:21])([F:20])[C:7]([OH:19])([C:16]([F:18])([F:17])[C:3]1([OH:25])[C:4]3([F:24])[F:23])[C:8]2([F:15])[F:14].[OH:27]C12CC3(O)CC(O)(CC(O)(C3)C1)C2, predict the reaction product. The product is: [OH:25][C:3]12[C:16]([F:17])([F:18])[C:7]3([OH:19])[C:6]([F:20])([F:21])[C:5]([OH:27])([C:10]([F:11])([F:12])[C:9]([OH:13])([C:8]3([F:14])[F:15])[C:2]1([F:26])[F:1])[C:4]2([F:23])[F:24]. (6) Given the reactants [NH:1]1[CH2:6][CH2:5][CH:4]([NH:7][C:8]2[O:9][C:10]3[CH:16]=[CH:15][C:14]([O:17][CH2:18][C:19]([NH2:21])=[O:20])=[CH:13][C:11]=3[N:12]=2)[CH2:3][CH2:2]1.[CH:22]([O:25][C:26]1[CH:27]=[C:28]([CH:31]=[C:32]([O:34][CH:35]([CH3:37])[CH3:36])[CH:33]=1)[CH:29]=O)([CH3:24])[CH3:23].OC1C=C(C=C(O)C=1)C=O.IC(C)C.C([O-])([O-])=O.[K+].[K+].C([BH3-])#N.[Na+].C(N(C(C)C)C(C)C)C, predict the reaction product. The product is: [CH:35]([O:34][C:32]1[CH:31]=[C:28]([CH:27]=[C:26]([O:25][CH:22]([CH3:24])[CH3:23])[CH:33]=1)[CH2:29][N:1]1[CH2:6][CH2:5][CH:4]([NH:7][C:8]2[O:9][C:10]3[CH:16]=[CH:15][C:14]([O:17][CH2:18][C:19]([NH2:21])=[O:20])=[CH:13][C:11]=3[N:12]=2)[CH2:3][CH2:2]1)([CH3:36])[CH3:37]. (7) Given the reactants [I:1][C:2]1[C:10]2[C:5](=[N:6][CH:7]=[N:8][C:9]=2[NH2:11])[NH:4][N:3]=1.[H-].[Na+].Cl[CH2:15][C:16]1[C:17]([C:27]2[CH:32]=[CH:31][CH:30]=[CH:29][C:28]=2[CH3:33])=[N:18][C:19]2[C:24]([CH:25]=1)=[CH:23][CH:22]=[CH:21][C:20]=2[CH3:26], predict the reaction product. The product is: [I:1][C:2]1[C:10]2[C:5](=[N:6][CH:7]=[N:8][C:9]=2[NH2:11])[N:4]([CH2:15][C:16]2[C:17]([C:27]3[CH:32]=[CH:31][CH:30]=[CH:29][C:28]=3[CH3:33])=[N:18][C:19]3[C:24]([CH:25]=2)=[CH:23][CH:22]=[CH:21][C:20]=3[CH3:26])[N:3]=1.